This data is from Full USPTO retrosynthesis dataset with 1.9M reactions from patents (1976-2016). The task is: Predict the reactants needed to synthesize the given product. (1) Given the product [N:15]1[CH:20]=[CH:19][CH:18]=[CH:17][C:16]=1[CH2:21][CH2:22][O:23][C:24]([C:25]1[CH:30]=[CH:29][C:28]([C:2]2[CH:3]=[CH:4][C:5]([CH2:8][CH2:9][CH2:10][CH2:11][CH2:12][CH2:13][CH3:14])=[CH:6][CH:7]=2)=[CH:27][C:26]=1[F:32])=[O:33], predict the reactants needed to synthesize it. The reactants are: Br[C:2]1[CH:7]=[CH:6][C:5]([CH2:8][CH2:9][CH2:10][CH2:11][CH2:12][CH2:13][CH3:14])=[CH:4][CH:3]=1.[N:15]1[CH:20]=[CH:19][CH:18]=[CH:17][C:16]=1[CH2:21][CH2:22][O:23][C:24](=[O:33])[C:25]1[CH:30]=[CH:29][C:28](Br)=[CH:27][C:26]=1[F:32]. (2) Given the product [CH:14]12[CH2:13][CH:17]([CH:16]=[CH:15]1)[CH2:18][CH:19]2[C:20]([OH:22])=[O:21], predict the reactants needed to synthesize it. The reactants are: NC1C=C2C(C=NC(C)=N2)=CC=1.[CH2:13]1[C@@H:17]2[CH:18]3C(=O)[O:22][C:20](=[O:21])[CH:19]3[C@H:14]1[CH:15]=[CH:16]2.